From a dataset of Peptide-MHC class II binding affinity with 134,281 pairs from IEDB. Regression. Given a peptide amino acid sequence and an MHC pseudo amino acid sequence, predict their binding affinity value. This is MHC class II binding data. (1) The peptide sequence is NVFDEVIPTAFTVGK. The MHC is HLA-DQA10102-DQB10502 with pseudo-sequence HLA-DQA10102-DQB10502. The binding affinity (normalized) is 0.0970. (2) The MHC is DRB3_0301 with pseudo-sequence DRB3_0301. The peptide sequence is MAKKGGEAMDTISVF. The binding affinity (normalized) is 0.302.